Dataset: Catalyst prediction with 721,799 reactions and 888 catalyst types from USPTO. Task: Predict which catalyst facilitates the given reaction. (1) Product: [CH2:1]([N:8]1[C:16]2[C:15](=[O:17])[N:14]([CH2:18][CH2:19][CH2:20][OH:21])[C:13](=[O:22])[N:12]([CH2:36][CH3:37])[C:11]=2[N:10]=[C:9]1[O:23][C:24]1[CH:29]=[CH:28][CH:27]=[C:26]([O:30][C:31]([F:33])([F:32])[F:34])[CH:25]=1)[C:2]1[CH:7]=[CH:6][CH:5]=[CH:4][CH:3]=1. The catalyst class is: 3. Reactant: [CH2:1]([N:8]1[C:16]2[C:15](=[O:17])[N:14]([CH2:18][CH2:19][CH2:20][OH:21])[C:13](=[O:22])[NH:12][C:11]=2[N:10]=[C:9]1[O:23][C:24]1[CH:29]=[CH:28][CH:27]=[C:26]([O:30][C:31]([F:34])([F:33])[F:32])[CH:25]=1)[C:2]1[CH:7]=[CH:6][CH:5]=[CH:4][CH:3]=1.I[CH2:36][CH3:37].C(=O)([O-])[O-].[K+].[K+]. (2) Reactant: [CH:1]1([NH:4][C:5]([C:7]2[CH:8]=[CH:9][C:10]([CH3:27])=[C:11]([NH:13][C:14]([C:16]3[S:17][C:18]([C:21]4[CH:22]=[N:23][CH:24]=[CH:25][CH:26]=4)=[CH:19][CH:20]=3)=[O:15])[CH:12]=2)=[O:6])[CH2:3][CH2:2]1.C1C=C(Cl)C=C(C(OO)=[O:36])C=1. Product: [CH:1]1([NH:4][C:5]([C:7]2[CH:8]=[CH:9][C:10]([CH3:27])=[C:11]([NH:13][C:14]([C:16]3[S:17][C:18]([C:21]4[CH:22]=[N+:23]([O-:36])[CH:24]=[CH:25][CH:26]=4)=[CH:19][CH:20]=3)=[O:15])[CH:12]=2)=[O:6])[CH2:3][CH2:2]1. The catalyst class is: 2. (3) Reactant: [N+:1]([C:4]1[CH:5]=[C:6]([CH:19]=[CH:20][CH:21]=1)[CH:7]=[N:8][C:9]1[CH:14]=[CH:13][C:12]([C:15]([F:18])([F:17])[F:16])=[CH:11][CH:10]=1)([O-:3])=[O:2].O.[O-]S(C(F)(F)F)(=O)=O.[Yb+3].[O-]S(C(F)(F)F)(=O)=O.[O-]S(C(F)(F)F)(=O)=O.[CH:48](=[O:52])[CH:49]([CH3:51])[CH3:50].O. Product: [CH3:50][C:49]1([CH3:51])[CH:48]([OH:52])[C:10]2[C:9](=[CH:14][CH:13]=[C:12]([C:15]([F:16])([F:17])[F:18])[CH:11]=2)[NH:8][CH:7]1[C:6]1[CH:19]=[CH:20][CH:21]=[C:4]([N+:1]([O-:3])=[O:2])[CH:5]=1. The catalyst class is: 7. (4) Reactant: [C:1]([C:6]1[S:10][C:9]([C:11]2[CH:19]=[CH:18][C:14]([C:15]([OH:17])=O)=[CH:13][CH:12]=2)=[CH:8][CH:7]=1)(=[O:5])[CH:2]([CH3:4])[CH3:3].[Li].CCN=C=NCCCN(C)C.Cl.C1C=CC2N(O)N=NC=2C=1.CCN(C(C)C)C(C)C.[NH:52]1[CH2:56][CH2:55][CH2:54][C@H:53]1[CH2:57][N:58]1[CH2:62][CH2:61][CH2:60][CH2:59]1. Product: [CH3:4][CH:2]([CH3:3])[C:1]([C:6]1[S:10][C:9]([C:11]2[CH:12]=[CH:13][C:14]([C:15]([N:52]3[CH2:56][CH2:55][CH2:54][C@H:53]3[CH2:57][N:58]3[CH2:62][CH2:61][CH2:60][CH2:59]3)=[O:17])=[CH:18][CH:19]=2)=[CH:8][CH:7]=1)=[O:5]. The catalyst class is: 174. (5) Reactant: [F:1][C:2]1([F:14])[O:6][C:5]2[CH:7]=[CH:8][C:9]([C:11]([OH:13])=O)=[CH:10][C:4]=2[O:3]1.[CH3:15][C:16]1([CH3:24])[O:21][C:20](=[O:22])[CH2:19][C:18](=[O:23])[O:17]1. Product: [F:14][C:2]1([F:1])[O:6][C:5]2[CH:7]=[CH:8][C:9]([C:11]([CH:19]3[C:20](=[O:22])[O:21][C:16]([CH3:24])([CH3:15])[O:17][C:18]3=[O:23])=[O:13])=[CH:10][C:4]=2[O:3]1. The catalyst class is: 112. (6) Product: [Br:1][C:2]1[CH:3]=[CH:4][C:5]([C@@H:8]([N:10]2[CH2:11][CH2:12][C:13]([CH:14]([CH3:15])[CH3:16])([CH2:17][C:18]([CH3:20])=[CH2:19])[O:21][C:30]2=[O:32])[CH3:9])=[CH:6][CH:7]=1. The catalyst class is: 2. Reactant: [Br:1][C:2]1[CH:7]=[CH:6][C:5]([C@@H:8]([NH:10][CH2:11][CH2:12][C:13]([OH:21])([CH2:17][C:18]([CH3:20])=[CH2:19])[CH:14]([CH3:16])[CH3:15])[CH3:9])=[CH:4][CH:3]=1.C(N(CC)CC)C.Cl[C:30](Cl)([O:32]C(=O)OC(Cl)(Cl)Cl)Cl.